This data is from Acute oral toxicity (LD50) regression data from Zhu et al.. The task is: Regression/Classification. Given a drug SMILES string, predict its toxicity properties. Task type varies by dataset: regression for continuous values (e.g., LD50, hERG inhibition percentage) or binary classification for toxic/non-toxic outcomes (e.g., AMES mutagenicity, cardiotoxicity, hepatotoxicity). Dataset: ld50_zhu. The compound is COP(C)(=S)Sc1ccccc1. The rat oral LD50 is 3.16, given as -log10 of the dose in mol/kg body weight (higher means more acutely toxic).